Dataset: Catalyst prediction with 721,799 reactions and 888 catalyst types from USPTO. Task: Predict which catalyst facilitates the given reaction. (1) Reactant: [NH2:1][C:2]1[S:3][CH:4]=[C:5]([C:7]2[C:8]([F:28])=[C:9]([N:13]([CH2:25][O:26][CH3:27])[S:14]([C:17]3[CH:22]=[C:21]([F:23])[CH:20]=[CH:19][C:18]=3[F:24])(=[O:16])=[O:15])[CH:10]=[CH:11][CH:12]=2)[N:6]=1.[Br:29]N1C(=O)CCC1=O. Product: [NH2:1][C:2]1[S:3][C:4]([Br:29])=[C:5]([C:7]2[C:8]([F:28])=[C:9]([N:13]([CH2:25][O:26][CH3:27])[S:14]([C:17]3[CH:22]=[C:21]([F:23])[CH:20]=[CH:19][C:18]=3[F:24])(=[O:16])=[O:15])[CH:10]=[CH:11][CH:12]=2)[N:6]=1. The catalyst class is: 2. (2) The catalyst class is: 7. Reactant: [Cl:1][C:2]1[N:3]=[C:4]([N:11]2[CH2:16][CH2:15][O:14][CH2:13][CH2:12]2)[C:5]2[S:10][CH:9]=[CH:8][C:6]=2[N:7]=1.C([Li])CCC.[C:22]([N:29]1[CH2:34][CH2:33][C:32](=[O:35])[CH2:31][CH2:30]1)([O:24][C:25]([CH3:28])([CH3:27])[CH3:26])=[O:23]. Product: [C:25]([O:24][C:22]([N:29]1[CH2:34][CH2:33][C:32]([C:9]2[S:10][C:5]3[C:4]([N:11]4[CH2:16][CH2:15][O:14][CH2:13][CH2:12]4)=[N:3][C:2]([Cl:1])=[N:7][C:6]=3[CH:8]=2)([OH:35])[CH2:31][CH2:30]1)=[O:23])([CH3:28])([CH3:26])[CH3:27]. (3) Reactant: O[CH2:2][C:3]1[N:4]=[CH:5][NH:6][C:7]=1[CH3:8].[Cl:9][C:10]1[CH:15]=[CH:14][C:13]([C:16]2[N:17]([CH2:22][CH:23]=[CH2:24])[C:18](=[O:21])[NH:19][N:20]=2)=[CH:12][CH:11]=1.C(=O)([O-])[O-].[K+].[K+]. Product: [CH2:22]([N:17]1[C:16]([C:13]2[CH:14]=[CH:15][C:10]([Cl:9])=[CH:11][CH:12]=2)=[N:20][N:19]([CH2:2][C:3]2[N:4]=[CH:5][NH:6][C:7]=2[CH3:8])[C:18]1=[O:21])[CH:23]=[CH2:24]. The catalyst class is: 18. (4) Reactant: [Br:1]Br.[NH2:3][C:4]1[CH:9]=[CH:8][C:7]([Cl:10])=[CH:6][N:5]=1.O. Product: [NH2:3][C:4]1[C:9]([Br:1])=[CH:8][C:7]([Cl:10])=[CH:6][N:5]=1. The catalyst class is: 15. (5) Product: [ClH:19].[CH3:18][S:15]([N:11]1[CH2:12][CH2:13][CH2:14][NH:8][CH2:9][CH2:10]1)(=[O:16])=[O:17]. The catalyst class is: 275. Reactant: C(OC([N:8]1[CH2:14][CH2:13][CH2:12][N:11]([S:15]([CH3:18])(=[O:17])=[O:16])[CH2:10][CH2:9]1)=O)(C)(C)C.[ClH:19].